The task is: Predict the reaction yield, written as a fraction of the theoretical maximum amount of product (1.0 means a 100% yield; for example, 0.34 means a 34% yield).. This data is from Reaction yield outcomes from USPTO patents with 853,638 reactions. (1) The reactants are [CH2:1]=O.[OH:3][C:4]1[CH:9]=[CH:8][C:7]([C:10](=[O:12])[CH3:11])=[CH:6][CH:5]=1.[CH3:13][N:14]1[CH2:19][CH2:18][NH:17][CH2:16][CH2:15]1. The catalyst is CCO. The product is [OH:3][C:4]1[CH:9]=[CH:8][C:7]([C:10](=[O:12])[CH3:11])=[CH:6][C:5]=1[CH2:13][N:14]1[CH2:19][CH2:18][N:17]([CH3:1])[CH2:16][CH2:15]1. The yield is 0.550. (2) The reactants are Cl.[C:2](Cl)(=O)[C:3]1[CH:8]=[CH:7][N:6]=[CH:5][CH:4]=1.[CH3:11][NH:12][C:13](=[S:16])[NH:14][NH2:15].[OH-].[Na+].Cl. The catalyst is N1C=CC=CC=1. The product is [CH3:11][N:12]1[C:2]([C:3]2[CH:8]=[CH:7][N:6]=[CH:5][CH:4]=2)=[N:15][NH:14][C:13]1=[S:16]. The yield is 0.550. (3) The reactants are Br[C:2]1[CH:3]=[C:4]2[C:9](=[CH:10][CH:11]=1)[C:8]([O:12][Si:13]([CH:20]([CH3:22])[CH3:21])([CH:17]([CH3:19])[CH3:18])[CH:14]([CH3:16])[CH3:15])=[CH:7][CH:6]=[CH:5]2.C([Li])CCC.[Cl:28][CH2:29][C:30](N(OC)C)=[O:31]. The catalyst is O1CCCC1. The product is [Cl:28][CH2:29][C:30]([C:2]1[CH:11]=[CH:10][C:9]2[C:4](=[CH:5][CH:6]=[CH:7][C:8]=2[O:12][Si:13]([CH:14]([CH3:16])[CH3:15])([CH:20]([CH3:22])[CH3:21])[CH:17]([CH3:19])[CH3:18])[CH:3]=1)=[O:31]. The yield is 0.750. (4) The reactants are [OH-].C[N+](C)(C)C.[NH2:7][C:8]1([C:14]([OH:16])=[O:15])[CH2:13][CH2:12][CH2:11][CH2:10][CH2:9]1.[CH3:17][C:18]([O:21][C:22](O[C:22]([O:21][C:18]([CH3:20])([CH3:19])[CH3:17])=[O:23])=[O:23])([CH3:20])[CH3:19]. The catalyst is CC#N. The product is [C:18]([O:21][C:22]([NH:7][C:8]1([C:14]([OH:16])=[O:15])[CH2:13][CH2:12][CH2:11][CH2:10][CH2:9]1)=[O:23])([CH3:20])([CH3:19])[CH3:17]. The yield is 0.370.